From a dataset of Forward reaction prediction with 1.9M reactions from USPTO patents (1976-2016). Predict the product of the given reaction. (1) Given the reactants [CH3:1][N:2]1[CH2:11][C@@H:10]2[C@H:4]([CH2:5][NH:6][C:7](=[O:24])[C:8]3[CH:15]=[C:14]([CH:16]=[CH:17][C:18]4[CH:23]=[CH:22][CH:21]=[CH:20][CH:19]=4)[CH:13]=[CH:12][C:9]=32)[CH2:3]1, predict the reaction product. The product is: [CH3:1][N:2]1[CH2:11][C@@H:10]2[C@H:4]([CH2:5][NH:6][C:7](=[O:24])[C:8]3[CH:15]=[C:14]([CH2:16][CH2:17][C:18]4[CH:19]=[CH:20][CH:21]=[CH:22][CH:23]=4)[CH:13]=[CH:12][C:9]=32)[CH2:3]1. (2) Given the reactants [CH2:1]([C:8]1[CH:9]=[CH:10][C:11]2[O:15][C:14]([C:16]3[CH:17]=[C:18]4[C:23](=[CH:24][CH:25]=3)[CH2:22][N:21]([CH2:26][CH2:27][C:28]([O:30]C(C)(C)C)=[O:29])[CH2:20][CH2:19]4)=[CH:13][C:12]=2[CH:35]=1)[C:2]1[CH:7]=[CH:6][CH:5]=[CH:4][CH:3]=1.C(O)(C(F)(F)F)=O, predict the reaction product. The product is: [CH2:1]([C:8]1[CH:9]=[CH:10][C:11]2[O:15][C:14]([C:16]3[CH:17]=[C:18]4[C:23](=[CH:24][CH:25]=3)[CH2:22][N:21]([CH2:26][CH2:27][C:28]([OH:30])=[O:29])[CH2:20][CH2:19]4)=[CH:13][C:12]=2[CH:35]=1)[C:2]1[CH:3]=[CH:4][CH:5]=[CH:6][CH:7]=1.